This data is from Full USPTO retrosynthesis dataset with 1.9M reactions from patents (1976-2016). The task is: Predict the reactants needed to synthesize the given product. (1) Given the product [Br:1][C:2]1[CH:15]=[CH:14][C:5]([O:6][Si:7]([C:10]([CH3:11])([CH3:12])[CH3:13])([CH3:8])[CH3:9])=[CH:4][C:3]=1[CH3:16], predict the reactants needed to synthesize it. The reactants are: [Br:1][C:2]1[CH:15]=[CH:14][C:5]([O:6][Si:7]([C:10]([CH3:13])([CH3:12])[CH3:11])([CH3:9])[CH3:8])=[CH:4][C:3]=1[CH2:16]Br.CN(C=O)C.C1(=O)NC(=O)C2=CC=CC=C12.[K].CCOCC. (2) Given the product [CH3:22][C:23]1[CH:24]=[C:25]([CH:28]=[CH:29][CH:30]=1)[CH2:26][N:1]1[CH2:6][CH2:5][CH2:4][CH2:3][C@@H:2]1[C:7]([NH:9][C@H:10]([C:12]1[CH:13]=[CH:14][C:15]([C:16]([O:18][CH3:19])=[O:17])=[CH:20][CH:21]=1)[CH3:11])=[O:8], predict the reactants needed to synthesize it. The reactants are: [NH:1]1[CH2:6][CH2:5][CH2:4][CH2:3][C@@H:2]1[C:7]([NH:9][C@H:10]([C:12]1[CH:21]=[CH:20][C:15]([C:16]([O:18][CH3:19])=[O:17])=[CH:14][CH:13]=1)[CH3:11])=[O:8].[CH3:22][C:23]1[CH:24]=[C:25]([CH:28]=[CH:29][CH:30]=1)[CH2:26]Br.C([O-])([O-])=O.[Na+].[Na+]. (3) Given the product [CH:1](=[N:19][C:13]1[CH:14]=[N:15][C:16]([O:17][CH3:18])=[C:11]([O:10][CH3:9])[CH:12]=1)[C:2]1[CH:7]=[CH:6][CH:5]=[CH:4][CH:3]=1, predict the reactants needed to synthesize it. The reactants are: [CH:1](=O)[C:2]1[CH:7]=[CH:6][CH:5]=[CH:4][CH:3]=1.[CH3:9][O:10][C:11]1[CH:12]=[C:13]([NH2:19])[CH:14]=[N:15][C:16]=1[O:17][CH3:18]. (4) Given the product [C:11]([C:10]1[CH:13]=[C:14]([O:15][CH3:16])[C:7]([B:21]([OH:22])[OH:20])=[C:8]([O:17][CH3:18])[CH:9]=1)#[N:12], predict the reactants needed to synthesize it. The reactants are: C([Mg]Cl)(C)C.Br[C:7]1[C:14]([O:15][CH3:16])=[CH:13][C:10]([C:11]#[N:12])=[CH:9][C:8]=1[O:17][CH3:18].C[O:20][B:21](OC)[O:22]C.Cl. (5) Given the product [CH3:3][C:4]1[C:5]([CH2:23][CH2:24][C:25]2[CH:30]=[CH:29][CH:28]=[CH:27][C:26]=2[CH2:31][C:32]([NH2:34])=[O:33])=[N:6][C:7]([NH:10][C:11]2[CH:12]=[N:13][C:14]([CH:17]3[CH2:22][CH2:21][N:20]([CH3:35])[CH2:19][CH2:18]3)=[CH:15][CH:16]=2)=[N:8][CH:9]=1, predict the reactants needed to synthesize it. The reactants are: C=O.[CH3:3][C:4]1[C:5]([CH2:23][CH2:24][C:25]2[CH:30]=[CH:29][CH:28]=[CH:27][C:26]=2[CH2:31][C:32]([NH2:34])=[O:33])=[N:6][C:7]([NH:10][C:11]2[CH:12]=[N:13][C:14]([CH:17]3[CH2:22][CH2:21][NH:20][CH2:19][CH2:18]3)=[CH:15][CH:16]=2)=[N:8][CH:9]=1.[C:35](O[BH-](OC(=O)C)OC(=O)C)(=O)C.[Na+]. (6) Given the product [O:4]1[CH2:5][CH2:6][N:1]([C:17]2[N:22]=[C:21]([CH2:23][C:24]3[CH:50]=[CH:49][CH:48]=[CH:47][C:25]=3[CH2:26][NH:27][C:28]([NH:30][C:31]3[N:35]([C:36]4[CH:37]=[CH:38][C:39]([CH3:42])=[CH:40][CH:41]=4)[N:34]=[C:33]([C:43]([CH3:45])([CH3:46])[CH3:44])[CH:32]=3)=[O:29])[CH:20]=[CH:19][N:18]=2)[CH2:2][CH2:3]1, predict the reactants needed to synthesize it. The reactants are: [NH:1]1[CH2:6][CH2:5][O:4][CH2:3][CH2:2]1.C(N(C(C)C)CC)(C)C.Cl[C:17]1[N:22]=[C:21]([CH2:23][C:24]2[CH:50]=[CH:49][CH:48]=[CH:47][C:25]=2[CH2:26][NH:27][C:28]([NH:30][C:31]2[N:35]([C:36]3[CH:41]=[CH:40][C:39]([CH3:42])=[CH:38][CH:37]=3)[N:34]=[C:33]([C:43]([CH3:46])([CH3:45])[CH3:44])[CH:32]=2)=[O:29])[CH:20]=[CH:19][N:18]=1.C(=O)(O)[O-].[Na+]. (7) The reactants are: [CH3:1][CH:2]1[CH2:7][CH2:6][CH2:5][CH:4]([CH3:8])[N:3]1[CH2:9][CH2:10][NH:11][C:12]([C:14]1[CH:15]=[CH:16][C:17]([F:38])=[C:18]([NH:20][C:21]([C:23]2[N:27]3[CH:28]=[CH:29][C:30]([C:32]4[N:33]([CH3:37])[N:34]=[CH:35][CH:36]=4)=[CH:31][C:26]3=[N:25][CH:24]=2)=[O:22])[CH:19]=1)=[O:13].[C:39]([OH:51])(=[O:50])[CH2:40][C:41]([CH2:46][C:47]([OH:49])=[O:48])([C:43]([OH:45])=[O:44])[OH:42]. Given the product [C:39]([OH:51])(=[O:50])[CH2:40][C:41]([CH2:46][C:47]([OH:49])=[O:48])([C:43]([OH:45])=[O:44])[OH:42].[CH3:1][C@H:2]1[CH2:7][CH2:6][CH2:5][C@@H:4]([CH3:8])[N:3]1[CH2:9][CH2:10][NH:11][C:12]([C:14]1[CH:15]=[CH:16][C:17]([F:38])=[C:18]([NH:20][C:21]([C:23]2[N:27]3[CH:28]=[CH:29][C:30]([C:32]4[N:33]([CH3:37])[N:34]=[CH:35][CH:36]=4)=[CH:31][C:26]3=[N:25][CH:24]=2)=[O:22])[CH:19]=1)=[O:13], predict the reactants needed to synthesize it. (8) Given the product [OH:9][CH2:10][CH:12]1[CH2:17][CH2:16][N:15]([C:18]2[C:27]3[C:22](=[CH:23][CH:24]=[CH:25][CH:26]=3)[N:21]=[CH:20][CH:19]=2)[CH2:14][CH2:13]1, predict the reactants needed to synthesize it. The reactants are: [H-].[Al+3].[Li+].[H-].[H-].[H-].C([O:9][C:10]([CH:12]1[CH2:17][CH2:16][N:15]([C:18]2[C:27]3[C:22](=[CH:23][CH:24]=[CH:25][CH:26]=3)[N:21]=[CH:20][CH:19]=2)[CH2:14][CH2:13]1)=O)C.S([O-])([O-])(=O)=O.[Na+].[Na+].